From a dataset of Catalyst prediction with 721,799 reactions and 888 catalyst types from USPTO. Predict which catalyst facilitates the given reaction. Reactant: Cl[C:2]([O:4][C:5]1[CH:10]=[CH:9][CH:8]=[CH:7][CH:6]=1)=[O:3].[C:11]([C:15]1[CH:16]=[CH:17][C:18]([O:22][CH3:23])=[C:19]([CH:21]=1)[NH2:20])([CH3:14])([CH3:13])[CH3:12].C([O-])(O)=O.[Na+]. Product: [C:11]([C:15]1[CH:16]=[CH:17][C:18]([O:22][CH3:23])=[C:19]([NH:20][C:2](=[O:3])[O:4][C:5]2[CH:10]=[CH:9][CH:8]=[CH:7][CH:6]=2)[CH:21]=1)([CH3:14])([CH3:12])[CH3:13]. The catalyst class is: 677.